From a dataset of hERG potassium channel inhibition data for cardiac toxicity prediction from Karim et al.. Regression/Classification. Given a drug SMILES string, predict its toxicity properties. Task type varies by dataset: regression for continuous values (e.g., LD50, hERG inhibition percentage) or binary classification for toxic/non-toxic outcomes (e.g., AMES mutagenicity, cardiotoxicity, hepatotoxicity). Dataset: herg_karim. (1) The result is 0 (non-blocker). The molecule is Nc1cc(CNC(=O)c2ccc(Oc3ccc(OCc4cccc(F)c4)cc3)nc2)ccn1. (2) The compound is Clc1ccc(C2CC=CCNC2)cc1. The result is 0 (non-blocker). (3) The compound is COc1ccc([C@@H](C)N[C@@H]2CC[C@@H](C(=O)N3CCC(C(=O)N4CCCC4)(c4ccccc4)CC3)C(C)(C)C2)cc1. The result is 0 (non-blocker). (4) The result is 1 (blocker). The molecule is OCC1CCCN(CCCC2CCCc3ccc(OCc4noc(-c5ccccc5F)n4)cc32)C1. (5) The compound is Cn1ccc([C@]2(O)CC[C@H](N3CC(NC(=O)CNC(=O)c4cccc(C(F)(F)F)c4)C3)CC2)n1. The result is 0 (non-blocker). (6) The molecule is COCCCc1cc(CN(C(=O)[C@H]2CNCC[C@@]2(O)c2ccccc2)C2CC2)cc(OCCOC)c1. The result is 1 (blocker).